Predict which catalyst facilitates the given reaction. From a dataset of Catalyst prediction with 721,799 reactions and 888 catalyst types from USPTO. (1) Reactant: [OH-:1].[K+].[CH3:3][O:4][C:5]1[CH:6]=[C:7]2[C:11](=[CH:12][CH:13]=1)[NH:10][C:9](=[O:14])[C:8]2=O.[CH3:16][C:17]([C:19]1[CH:24]=[C:23]([O:25][CH3:26])[C:22]([O:27][CH3:28])=[C:21]([O:29][CH3:30])[CH:20]=1)=O. Product: [CH3:3][O:4][C:5]1[CH:6]=[C:7]2[C:11](=[CH:12][CH:13]=1)[N:10]=[C:17]([C:19]1[CH:20]=[C:21]([O:29][CH3:30])[C:22]([O:27][CH3:28])=[C:23]([O:25][CH3:26])[CH:24]=1)[CH:16]=[C:8]2[C:9]([OH:14])=[O:1]. The catalyst class is: 8. (2) Reactant: [CH2:1]([N:8]1[C:16]2[C:11](=[CH:12][C:13]([NH:17][C:18]3[CH:27]=[CH:26][C:25]([Cl:28])=[CH:24][C:19]=3[C:20]([O:22]C)=[O:21])=[CH:14][CH:15]=2)[CH:10]=[N:9]1)[C:2]1[CH:7]=[CH:6][CH:5]=[CH:4][CH:3]=1.[OH-].[Na+].O.Cl. Product: [CH2:1]([N:8]1[C:16]2[C:11](=[CH:12][C:13]([NH:17][C:18]3[CH:27]=[CH:26][C:25]([Cl:28])=[CH:24][C:19]=3[C:20]([OH:22])=[O:21])=[CH:14][CH:15]=2)[CH:10]=[N:9]1)[C:2]1[CH:3]=[CH:4][CH:5]=[CH:6][CH:7]=1. The catalyst class is: 199. (3) The catalyst class is: 123. Reactant: Cl[C:2]1[N:10]=[CH:9][N:8]=[C:7]2[C:3]=1[N:4]=[CH:5][N:6]2[C@H:11]1[C@@H:15]2[O:16][C:17]([CH3:20])([CH3:19])[O:18][C@@H:14]2[C@@H:13]([CH2:21][OH:22])[O:12]1.C([O-])([O-])=O.[K+].[K+]. Product: [CH3:19][C:17]1([CH3:20])[O:16][C@H:15]2[C@H:11]([N:6]3[CH:5]=[N:4][C:3]4[C:7]3=[N:8][CH:9]=[N:10][CH:2]=4)[O:12][C@H:13]([CH2:21][OH:22])[C@H:14]2[O:18]1. (4) Reactant: [OH-].[Li+].[NH2:3][C@@H:4]1[C:12]2[C:7](=[CH:8][CH:9]=[CH:10][CH:11]=2)[CH2:6][C@@H:5]1[OH:13].[F-].[K+].CO[C:18]([CH3:20])=[CH2:19].C(Cl)CCC1C=CC=CC=1.[C:31](Cl)(=[O:40])[CH2:32][CH2:33][C:34]1[CH:39]=[CH:38][CH:37]=[CH:36][CH:35]=1.[CH2-]C(C)=O. Product: [CH3:20][C:18]1([CH3:19])[N:3]([C:31](=[O:40])[CH2:32][CH2:33][C:34]2[CH:39]=[CH:38][CH:37]=[CH:36][CH:35]=2)[C@H:4]2[C:12]3[CH:11]=[CH:10][CH:9]=[CH:8][C:7]=3[CH2:6][C@H:5]2[O:13]1. The catalyst class is: 1. (5) Reactant: [CH:1]1([NH2:6])[CH2:5][CH2:4][CH2:3][CH2:2]1.[OH-].[Na+].Cl[S:10]([C:13]1[CH:14]=[C:15]([CH:19]=[CH:20][CH:21]=1)[C:16]([OH:18])=[O:17])(=[O:12])=[O:11]. Product: [CH:1]1([NH:6][S:10]([C:13]2[CH:14]=[C:15]([CH:19]=[CH:20][CH:21]=2)[C:16]([OH:18])=[O:17])(=[O:12])=[O:11])[CH2:5][CH2:4][CH2:3][CH2:2]1. The catalyst class is: 90. (6) Reactant: [S:1]1[C:5]([C:6]2[NH:10][N:9]([C:11]3[S:12][C:13]4[CH:19]=[CH:18][CH:17]=[CH:16][C:14]=4[N:15]=3)[C:8](=[O:20])[CH:7]=2)=[CH:4][C:3]2[CH:21]=[CH:22][CH:23]=[CH:24][C:2]1=2.CO[CH:27](OC)[N:28]([CH3:30])[CH3:29]. Product: [S:1]1[C:5]([C:6]2[C:7](=[CH:27][N:28]([CH3:30])[CH3:29])[C:8](=[O:20])[N:9]([C:11]3[S:12][C:13]4[CH:19]=[CH:18][CH:17]=[CH:16][C:14]=4[N:15]=3)[N:10]=2)=[CH:4][C:3]2[CH:21]=[CH:22][CH:23]=[CH:24][C:2]1=2. The catalyst class is: 1. (7) Reactant: [Cl:1][C:2]1[CH:3]=[N:4][CH:5]=[C:6]([Cl:28])[C:7]=1[NH:8][C:9]([C:11]1[C:19]2[C:18]3[CH:20]=[CH:21][CH:22]=[CH:23][C:17]=3[O:16][C:15]=2[C:14]([O:24][CH:25]([CH3:27])[CH3:26])=[CH:13][CH:12]=1)=[O:10].ClC1C=CC=C(C(OO)=[O:37])C=1. Product: [Cl:28][C:6]1[CH:5]=[N:4][CH:3]=[C:2]([Cl:1])[C:7]=1[NH+:8]([O-:37])[C:9]([C:11]1[C:19]2[C:18]3[CH:20]=[CH:21][CH:22]=[CH:23][C:17]=3[O:16][C:15]=2[C:14]([O:24][CH:25]([CH3:26])[CH3:27])=[CH:13][CH:12]=1)=[O:10]. The catalyst class is: 22. (8) Reactant: [Na+].[CH3:2][S:3]([O-:5])=[O:4].N1C=CC=CC=1.Br[C:13]([CH3:19])([CH3:18])[C:14]([NH:16][CH3:17])=[O:15].O. Product: [CH3:17][NH:16][C:14](=[O:15])[C:13]([CH3:19])([S:3]([CH3:2])(=[O:5])=[O:4])[CH3:18]. The catalyst class is: 31. (9) Reactant: [Br:1][C:2]1[C:3]([CH3:14])=[N:4][NH:5][C:6]=1[C:7]1[CH:12]=[CH:11][C:10]([F:13])=[CH:9][CH:8]=1.[O:15]1[CH:19]=[CH:18][C:17]([CH2:20]O)=[CH:16]1.C1(P(C2C=CC=CC=2)C2C=CC=CC=2)C=CC=CC=1.N(C(OC(C)C)=O)=NC(OC(C)C)=O. Product: [Br:1][C:2]1[C:3]([CH3:14])=[N:4][N:5]([CH2:20][C:17]2[CH:18]=[CH:19][O:15][CH:16]=2)[C:6]=1[C:7]1[CH:12]=[CH:11][C:10]([F:13])=[CH:9][CH:8]=1. The catalyst class is: 30.